This data is from Catalyst prediction with 721,799 reactions and 888 catalyst types from USPTO. The task is: Predict which catalyst facilitates the given reaction. (1) Reactant: [N:1]([C@H:4]1[CH2:9][CH2:8][CH2:7][CH2:6][C@H:5]1[N:10]1[CH2:14][CH2:13][C@@H:12]([NH:15]C(=O)OC(C)(C)C)[CH2:11]1)=[N+:2]=[N-:3]. Product: [N:1]([C@H:4]1[CH2:9][CH2:8][CH2:7][CH2:6][C@H:5]1[N:10]1[CH2:14][CH2:13][C@@H:12]([NH2:15])[CH2:11]1)=[N+:2]=[N-:3]. The catalyst class is: 89. (2) Reactant: [Cl:1][C:2]1[CH:7]=[CH:6][C:5]([C:8]([C:33]2[CH:38]=[CH:37][C:36]([O:39][CH3:40])=[CH:35][CH:34]=2)([C:10]2[CH:11]=[C:12]3[C:17](=[CH:18][CH:19]=2)[N:16]=[CH:15][N:14]=[C:13]3[NH:20][CH:21]2[CH2:26][CH2:25][N:24]([C:27]3[CH:32]=[CH:31][CH:30]=[CH:29][CH:28]=3)[CH2:23][CH2:22]2)O)=[CH:4][CH:3]=1.C([SiH](CC)CC)C.FC(F)(F)C(O)=O. Product: [Cl:1][C:2]1[CH:7]=[CH:6][C:5]([CH:8]([C:33]2[CH:34]=[CH:35][C:36]([O:39][CH3:40])=[CH:37][CH:38]=2)[C:10]2[CH:11]=[C:12]3[C:17](=[CH:18][CH:19]=2)[N:16]=[CH:15][N:14]=[C:13]3[NH:20][CH:21]2[CH2:26][CH2:25][N:24]([C:27]3[CH:32]=[CH:31][CH:30]=[CH:29][CH:28]=3)[CH2:23][CH2:22]2)=[CH:4][CH:3]=1. The catalyst class is: 2. (3) Reactant: [F:1][C:2]1[CH:3]=[C:4]([CH:12]=[CH:13][C:14]=1[O:15][CH3:16])[C:5]([CH2:7][CH2:8][C:9]([OH:11])=[O:10])=O.C(O)C. Product: [F:1][C:2]1[CH:3]=[C:4]([CH2:5][CH2:7][CH2:8][C:9]([OH:11])=[O:10])[CH:12]=[CH:13][C:14]=1[O:15][CH3:16]. The catalyst class is: 15. (4) Reactant: [H-].[Na+].[S:3]1[C:7]([CH2:8][C:9]2[C:10]([O:38][CH3:39])=[N:11][C:12]3[C:17]([C:18]=2[Cl:19])=[CH:16][C:15]([C:20]([C:32]2[N:36]([CH3:37])[CH:35]=[N:34][CH:33]=2)([C:22]2[CH:23]=[N:24][C:25]([C:28]([F:31])([F:30])[F:29])=[CH:26][CH:27]=2)[OH:21])=[CH:14][CH:13]=3)=[CH:6][C:5]2[CH:40]=[CH:41][CH:42]=[CH:43][C:4]1=2.[C:44](OC(=O)C)(=[O:46])[CH3:45].C([O-])(O)=O.[Na+]. Product: [C:44]([O:21][C:20]([C:15]1[CH:16]=[C:17]2[C:12](=[CH:13][CH:14]=1)[N:11]=[C:10]([O:38][CH3:39])[C:9]([CH2:8][C:7]1[S:3][C:4]3[CH:43]=[CH:42][CH:41]=[CH:40][C:5]=3[CH:6]=1)=[C:18]2[Cl:19])([C:32]1[N:36]([CH3:37])[CH:35]=[N:34][CH:33]=1)[C:22]1[CH:23]=[N:24][C:25]([C:28]([F:30])([F:31])[F:29])=[CH:26][CH:27]=1)(=[O:46])[CH3:45]. The catalyst class is: 3. (5) Reactant: [OH2:1].Cl.[NH2:3][C:4]1[CH:22]=[CH:21][C:20]([N+:23]([O-])=O)=[C:19]2[C:5]=1[C:6](=[O:28])[C:7]1([OH:27])[C:11]3[CH:12]=[CH:13][C:14]([CH:16]([CH3:18])[CH3:17])=[CH:15][C:10]=3O[C:8]12[OH:26].[CH2:29]([OH:31])[CH3:30]. Product: [NH2:3][C:4]1[CH:22]=[CH:21][C:20]([NH:23][C:29](=[O:31])[CH3:30])=[C:19]2[C:5]=1[C:6](=[O:28])[C:7]([OH:27])([C:11]1[CH:12]=[CH:13][C:14]([CH:16]([CH3:17])[CH3:18])=[CH:15][C:10]=1[OH:1])[C:8]2=[O:26]. The catalyst class is: 292. (6) Reactant: [CH2:1]([N:4]([CH2:14][CH:15]=[CH2:16])[CH2:5][C:6]([C:8]1[S:9][C:10]([F:13])=[CH:11][CH:12]=1)=O)[CH:2]=[CH2:3].N1C=CC=CC=1.Cl.[NH2:24][OH:25]. Product: [F:13][C:10]1[S:9][C:8]([C:6](=[N:24][OH:25])[CH2:5][N:4]([CH2:14][CH:15]=[CH2:16])[CH2:1][CH:2]=[CH2:3])=[CH:12][CH:11]=1. The catalyst class is: 8.